Dataset: Full USPTO retrosynthesis dataset with 1.9M reactions from patents (1976-2016). Task: Predict the reactants needed to synthesize the given product. Given the product [F:8][C:6]1[CH:5]=[C:4]([CH2:9][C@@H:10]([C:29]2[C:34]([C:35]3[CH:36]=[CH:37][C:38]([F:44])=[C:39]([CH:43]=3)[C:40]([NH2:42])=[O:41])=[CH:33][CH:32]=[CH:31][N:30]=2)[NH:11][C:12](=[O:28])[CH2:13][N:14]2[C:22]3[CH2:21][CH:20]([OH:23])[CH2:19][CH2:18][C:17]=3[C:16]([C:24]([F:27])([F:25])[F:26])=[N:15]2)[CH:3]=[C:2]([F:1])[CH:7]=1, predict the reactants needed to synthesize it. The reactants are: [F:1][C:2]1[CH:3]=[C:4]([CH2:9][C@@H:10]([C:29]2[C:34]([C:35]3[CH:36]=[CH:37][C:38]([F:44])=[C:39]([CH:43]=3)[C:40]([NH2:42])=[O:41])=[CH:33][CH:32]=[CH:31][N:30]=2)[NH:11][C:12](=[O:28])[CH2:13][N:14]2[C:22]3[CH2:21][C:20](=[O:23])[CH2:19][CH2:18][C:17]=3[C:16]([C:24]([F:27])([F:26])[F:25])=[N:15]2)[CH:5]=[C:6]([F:8])[CH:7]=1.[BH4-].[Na+].